From a dataset of Full USPTO retrosynthesis dataset with 1.9M reactions from patents (1976-2016). Predict the reactants needed to synthesize the given product. (1) Given the product [Br:1][C:2]1[CH:10]=[CH:9][C:5]([C:6]([N:23]2[CH2:24][CH2:25][N:20]([C:14]3[C:13]([CH3:12])=[CH:18][C:17]([CH3:19])=[CH:16][N:15]=3)[CH2:21][CH2:22]2)=[O:8])=[CH:4][C:3]=1[CH3:11], predict the reactants needed to synthesize it. The reactants are: [Br:1][C:2]1[CH:10]=[CH:9][C:5]([C:6]([OH:8])=O)=[CH:4][C:3]=1[CH3:11].[CH3:12][C:13]1[C:14]([N:20]2[CH2:25][CH2:24][NH:23][CH2:22][CH2:21]2)=[N:15][CH:16]=[C:17]([CH3:19])[CH:18]=1. (2) Given the product [Br:10][C:7]1[CH:8]=[CH:9][C:2]([NH:1][C:25]([C:21]2[S:20][CH:24]=[CH:23][CH:22]=2)=[O:26])=[C:3]([C:4]#[N:5])[CH:6]=1, predict the reactants needed to synthesize it. The reactants are: [NH2:1][C:2]1[CH:9]=[CH:8][C:7]([Br:10])=[CH:6][C:3]=1[C:4]#[N:5].CCN(C(C)C)C(C)C.[S:20]1[CH:24]=[CH:23][CH:22]=[C:21]1[C:25](Cl)=[O:26].